Task: Predict the reactants needed to synthesize the given product.. Dataset: Full USPTO retrosynthesis dataset with 1.9M reactions from patents (1976-2016) Given the product [CH2:13]1[CH2:14][O:15][C:16]2[CH:21]=[CH:20][C:19]([NH:22][C:2]3[N:7]=[C:6]([NH:22][C:19]4[CH:20]=[CH:21][C:16]5[O:15][CH2:14][CH2:13][O:23][C:17]=5[CH:18]=4)[CH:5]=[C:4]([NH:22][C:19]4[CH:18]=[CH:17][C:16]5[O:15][CH2:14][CH2:13][O:23][C:21]=5[CH:20]=4)[N:3]=3)=[CH:18][C:17]=2[O:23]1, predict the reactants needed to synthesize it. The reactants are: Cl[C:2]1[N:7]=[C:6](Cl)[CH:5]=[C:4](Cl)[N:3]=1.C(O[C:13](=[O:23])[CH2:14][O:15][C:16]1[CH:21]=[CH:20][C:19]([NH2:22])=[CH:18][CH:17]=1)C.